The task is: Predict the product of the given reaction.. This data is from Forward reaction prediction with 1.9M reactions from USPTO patents (1976-2016). (1) The product is: [CH2:12]([O:1][C:2]([CH3:8])([CH3:7])[C:3]([O:5][CH3:6])=[O:4])[C:13]#[C:14][CH3:15]. Given the reactants [OH:1][C:2]([CH3:8])([CH3:7])[C:3]([O:5][CH3:6])=[O:4].[H-].[Na+].Br[CH2:12][C:13]#[C:14][CH3:15].O, predict the reaction product. (2) Given the reactants [Si]([O:8][C@H:9]([C:23]1[CH:24]=[C:25]2[C:30](=[CH:31][CH:32]=1)[NH:29][C:28](=[O:33])[CH2:27][CH2:26]2)[CH2:10][N:11]1[CH2:16][CH2:15][C@@H:14]([C:17]2[S:18][CH:19]=[CH:20][CH:21]=2)[C@H:13]([OH:22])[CH2:12]1)(C(C)(C)C)(C)C.CCCC[N+](CCCC)(CCCC)CCCC.[F-], predict the reaction product. The product is: [OH:8][C@H:9]([C:23]1[CH:24]=[C:25]2[C:30](=[CH:31][CH:32]=1)[NH:29][C:28](=[O:33])[CH2:27][CH2:26]2)[CH2:10][N:11]1[CH2:16][CH2:15][C@@H:14]([C:17]2[S:18][CH:19]=[CH:20][CH:21]=2)[C@H:13]([OH:22])[CH2:12]1. (3) Given the reactants C[O:2][C:3](=O)[C:4]1[CH:9]=[CH:8][C:7]([NH:10][C:11]([C:13]2[C:14]([C:19]3[CH:24]=[CH:23][C:22]([C:25]([F:28])([F:27])[F:26])=[CH:21][CH:20]=3)=[CH:15][CH:16]=[CH:17][CH:18]=2)=[O:12])=[C:6]([CH3:29])[CH:5]=1.[Li+].[BH4-].CO, predict the reaction product. The product is: [CH3:29][C:6]1[CH:5]=[C:4]([CH:9]=[CH:8][C:7]=1[NH:10][C:11]([C:13]1[C:14]([C:19]2[CH:20]=[CH:21][C:22]([C:25]([F:26])([F:27])[F:28])=[CH:23][CH:24]=2)=[CH:15][CH:16]=[CH:17][CH:18]=1)=[O:12])[CH2:3][OH:2]. (4) Given the reactants [I:1][C:2]1[CH:7]=[CH:6][C:5]([N:8]=[C:9]2[S:13][CH2:12][C:11]3([CH2:17][CH2:16][CH2:15][CH2:14]3)[NH:10]2)=[C:4]([CH:18]([CH3:20])[CH3:19])[CH:3]=1.[CH:21]1(Br)[CH2:25][CH2:24][CH2:23][CH2:22]1, predict the reaction product. The product is: [I:1][C:2]1[CH:7]=[CH:6][C:5]([N:8]=[C:9]2[S:13][CH2:12][C:11]3([CH2:17][CH2:16][CH2:15][CH2:14]3)[N:10]2[CH:21]2[CH2:25][CH2:24][CH2:23][CH2:22]2)=[C:4]([CH:18]([CH3:20])[CH3:19])[CH:3]=1. (5) The product is: [CH3:21][O:20][C:3]1([O:2][CH3:1])[CH:4]2[CH2:10][CH2:9][CH:8]1[CH2:7][N:6]([CH2:11][C:12]1[CH:17]=[CH:16][C:15]([O:18][CH3:19])=[CH:14][CH:13]=1)[CH2:5]2. Given the reactants [CH3:1][O:2][C:3]1([O:20][CH3:21])[CH:8]2[CH:9]=[CH:10][CH:4]1[CH2:5][N:6]([CH2:11][C:12]1[CH:17]=[CH:16][C:15]([O:18][CH3:19])=[CH:14][CH:13]=1)[CH2:7]2, predict the reaction product.